Dataset: Forward reaction prediction with 1.9M reactions from USPTO patents (1976-2016). Task: Predict the product of the given reaction. (1) Given the reactants FC(F)(F)C(O)=O.C(OC([N:15]1[CH2:27][CH2:26][C:25]2[C:24]3[C:19](=[CH:20][C:21]([N:28]4[CH:33]=[CH:32][C:31]([C:34]5[CH:39]=[CH:38][C:37]([Cl:40])=[CH:36][C:35]=5[O:41][CH3:42])=[CH:30][C:29]4=[O:43])=[CH:22][CH:23]=3)[N:18]([CH3:44])[C:17]=2[CH2:16]1)=O)CCC, predict the reaction product. The product is: [ClH:40].[Cl:40][C:37]1[CH:38]=[CH:39][C:34]([C:31]2[CH:32]=[CH:33][N:28]([C:21]3[CH:20]=[C:19]4[C:24]([C:25]5[CH2:26][CH2:27][NH:15][CH2:16][C:17]=5[N:18]4[CH3:44])=[CH:23][CH:22]=3)[C:29](=[O:43])[CH:30]=2)=[C:35]([O:41][CH3:42])[CH:36]=1. (2) Given the reactants [CH:1]([N:4]1[CH:8]=[C:7]([C:9]2[CH:10]=[C:11]([CH:20]=[CH:21][CH:22]=2)[CH2:12][CH2:13][O:14][CH2:15][CH2:16][C:17]([OH:19])=O)[N:6]=[N:5]1)([CH3:3])[CH3:2].[CH3:23][O:24][CH:25]([O:34][CH3:35])[CH2:26][NH:27][CH:28]1[CH2:33][CH2:32][CH2:31][CH2:30][CH2:29]1.C(OCC)(=O)C, predict the reaction product. The product is: [CH:28]1([N:27]([CH2:26][CH:25]([O:34][CH3:35])[O:24][CH3:23])[C:17](=[O:19])[CH2:16][CH2:15][O:14][CH2:13][CH2:12][C:11]2[CH:20]=[CH:21][CH:22]=[C:9]([C:7]3[N:6]=[N:5][N:4]([CH:1]([CH3:2])[CH3:3])[CH:8]=3)[CH:10]=2)[CH2:33][CH2:32][CH2:31][CH2:30][CH2:29]1. (3) The product is: [O:9]1[C:10]2([CH2:11][CH2:12][N:13]([C:16]([O:18][C:19]([CH3:22])([CH3:21])[CH3:20])=[O:17])[CH2:14][CH2:15]2)[CH2:4]1. Given the reactants [H-].[Na+].[I-].[CH3:4][S+](C)(C)=O.[O:9]=[C:10]1[CH2:15][CH2:14][N:13]([C:16]([O:18][C:19]([CH3:22])([CH3:21])[CH3:20])=[O:17])[CH2:12][CH2:11]1.O, predict the reaction product. (4) Given the reactants [NH2:1][C:2]1[CH:3]=[N:4][CH:5]=[CH:6][CH:7]=1.C(N(CC)CC)C.[Cl-].ClC1N(C)CC[NH+]1C.[CH3:24][O:25][C:26]1[C:27](=[O:50])[C:28]([CH3:49])=[C:29]([CH2:35][C:36]2[C:37]([O:45][C:46](=[O:48])[CH3:47])=[C:38]([CH:42]=[CH:43][CH:44]=2)[C:39](O)=[O:40])[C:30](=[O:34])[C:31]=1[O:32][CH3:33], predict the reaction product. The product is: [N:4]1[CH:5]=[CH:6][CH:7]=[C:2]([NH:1][C:39](=[O:40])[C:38]2[CH:42]=[CH:43][CH:44]=[C:36]([CH2:35][C:29]3[C:30](=[O:34])[C:31]([O:32][CH3:33])=[C:26]([O:25][CH3:24])[C:27](=[O:50])[C:28]=3[CH3:49])[C:37]=2[O:45][C:46](=[O:48])[CH3:47])[CH:3]=1. (5) Given the reactants Cl[C:2]1[C:7]([N+:8]([O-:10])=[O:9])=[C:6]([Cl:11])[CH:5]=[CH:4][N:3]=1.C([O-])(=[O:14])C.[Cs+], predict the reaction product. The product is: [Cl:11][C:6]1[CH:5]=[CH:4][N:3]=[C:2]([OH:14])[C:7]=1[N+:8]([O-:10])=[O:9]. (6) Given the reactants C(OC[N:9]1[C:13]2[N:14]=[C:15]([NH:30][C:31]3[CH:36]=[CH:35][C:34]([NH:37][C@H:38]4[CH2:42][CH2:41][N:40]([CH2:43][CH2:44][O:45][CH3:46])[CH2:39]4)=[CH:33][CH:32]=3)[N:16]=[C:17]([O:18][C:19]3[CH:24]=[CH:23][CH:22]=[C:21]([NH:25][C:26](=[O:29])[CH:27]=[CH2:28])[CH:20]=3)[C:12]=2[CH:11]=[CH:10]1)(=O)C(C)(C)C.CO.[OH-].[Na+], predict the reaction product. The product is: [CH3:46][O:45][CH2:44][CH2:43][N:40]1[CH2:41][CH2:42][C@H:38]([NH:37][C:34]2[CH:33]=[CH:32][C:31]([NH:30][C:15]3[N:16]=[C:17]([O:18][C:19]4[CH:20]=[C:21]([NH:25][C:26](=[O:29])[CH:27]=[CH2:28])[CH:22]=[CH:23][CH:24]=4)[C:12]4[CH:11]=[CH:10][NH:9][C:13]=4[N:14]=3)=[CH:36][CH:35]=2)[CH2:39]1. (7) The product is: [F:19][C:20]1[CH:25]=[CH:24][CH:23]=[CH:22][C:21]=1[C:2]1[C:11]2[C:6](=[CH:7][CH:8]=[CH:9][CH:10]=2)[CH:5]=[C:4]([NH:12][C:13]2[CH:17]=[C:16]([CH3:18])[NH:15][N:14]=2)[N:3]=1. Given the reactants Cl[C:2]1[C:11]2[C:6](=[CH:7][CH:8]=[CH:9][CH:10]=2)[CH:5]=[C:4]([NH:12][C:13]2[CH:17]=[C:16]([CH3:18])[NH:15][N:14]=2)[N:3]=1.[F:19][C:20]1[CH:25]=[CH:24][CH:23]=[CH:22][C:21]=1B(O)O, predict the reaction product. (8) Given the reactants [N:1]1([CH2:6][C:7]2[CH:12]=[CH:11][C:10]([CH2:13][CH2:14][NH2:15])=[CH:9][CH:8]=2)[CH2:5][CH2:4][CH2:3][CH2:2]1.[Cl:16][C:17]1[CH:22]=[CH:21][C:20]([C:23]2[CH:24]=[CH:25][C:26]([C:29](O)=[O:30])=[N:27][CH:28]=2)=[CH:19][CH:18]=1, predict the reaction product. The product is: [N:1]1([CH2:6][C:7]2[CH:12]=[CH:11][C:10]([CH2:13][CH2:14][NH:15][C:29]([C:26]3[CH:25]=[CH:24][C:23]([C:20]4[CH:21]=[CH:22][C:17]([Cl:16])=[CH:18][CH:19]=4)=[CH:28][N:27]=3)=[O:30])=[CH:9][CH:8]=2)[CH2:5][CH2:4][CH2:3][CH2:2]1. (9) Given the reactants [CH3:1][O:2][C:3]([C:5]1[C:14]2[C:9](=[CH:10][CH:11]=[CH:12][CH:13]=2)[CH:8]=[CH:7][C:6]=1[NH:15][S:16]([C:19]1[CH:27]=[CH:26][CH:25]=[CH:24][C:20]=1[C:21](O)=[O:22])(=[O:18])=[O:17])=[O:4].O.ON1C2C=CC=CC=2N=N1.CN1CCOCC1.Cl.CN(C)CCCN=C=NCC.[CH3:58][O:59][CH2:60][CH2:61][CH2:62][NH2:63], predict the reaction product. The product is: [CH3:58][O:59][CH2:60][CH2:61][CH2:62][NH:63][C:21]([C:20]1[CH:24]=[CH:25][CH:26]=[CH:27][C:19]=1[S:16]([NH:15][C:6]1[CH:7]=[CH:8][C:9]2[C:14](=[CH:13][CH:12]=[CH:11][CH:10]=2)[C:5]=1[C:3]([O:2][CH3:1])=[O:4])(=[O:17])=[O:18])=[O:22].